Dataset: Peptide-MHC class I binding affinity with 185,985 pairs from IEDB/IMGT. Task: Regression. Given a peptide amino acid sequence and an MHC pseudo amino acid sequence, predict their binding affinity value. This is MHC class I binding data. (1) The peptide sequence is LLIQGLKTV. The MHC is HLA-B57:01 with pseudo-sequence HLA-B57:01. The binding affinity (normalized) is 0.0847. (2) The peptide sequence is LPQYFTFDL. The MHC is HLA-B39:01 with pseudo-sequence HLA-B39:01. The binding affinity (normalized) is 0.0847. (3) The peptide sequence is RMVSLVTSFL. The MHC is HLA-A68:02 with pseudo-sequence HLA-A68:02. The binding affinity (normalized) is 0.829. (4) The peptide sequence is VMPKTGLLII. The MHC is Mamu-A01 with pseudo-sequence Mamu-A01. The binding affinity (normalized) is 0.122. (5) The peptide sequence is RNATIPLFCA. The MHC is Mamu-B8301 with pseudo-sequence Mamu-B8301. The binding affinity (normalized) is 0.719. (6) The peptide sequence is PYNPQSQGVV. The MHC is Mamu-B08 with pseudo-sequence Mamu-B08. The binding affinity (normalized) is 0. (7) The peptide sequence is MKDEPVVFS. The MHC is HLA-A02:01 with pseudo-sequence HLA-A02:01. The binding affinity (normalized) is 0. (8) The peptide sequence is MLVTLPVYS. The MHC is HLA-A02:02 with pseudo-sequence HLA-A02:02. The binding affinity (normalized) is 0.368.